This data is from NCI-60 drug combinations with 297,098 pairs across 59 cell lines. The task is: Regression. Given two drug SMILES strings and cell line genomic features, predict the synergy score measuring deviation from expected non-interaction effect. (1) Drug 1: C1=NC2=C(N=C(N=C2N1C3C(C(C(O3)CO)O)F)Cl)N. Drug 2: B(C(CC(C)C)NC(=O)C(CC1=CC=CC=C1)NC(=O)C2=NC=CN=C2)(O)O. Cell line: T-47D. Synergy scores: CSS=76.9, Synergy_ZIP=2.60, Synergy_Bliss=1.71, Synergy_Loewe=-0.992, Synergy_HSA=1.60. (2) Drug 1: CC12CCC3C(C1CCC2=O)CC(=C)C4=CC(=O)C=CC34C. Cell line: M14. Drug 2: CC1=C(C=C(C=C1)NC(=O)C2=CC=C(C=C2)CN3CCN(CC3)C)NC4=NC=CC(=N4)C5=CN=CC=C5. Synergy scores: CSS=23.0, Synergy_ZIP=3.28, Synergy_Bliss=4.06, Synergy_Loewe=1.31, Synergy_HSA=0.949. (3) Drug 1: CCC1=CC2CC(C3=C(CN(C2)C1)C4=CC=CC=C4N3)(C5=C(C=C6C(=C5)C78CCN9C7C(C=CC9)(C(C(C8N6C)(C(=O)OC)O)OC(=O)C)CC)OC)C(=O)OC.C(C(C(=O)O)O)(C(=O)O)O. Drug 2: C1C(C(OC1N2C=NC3=C2NC=NCC3O)CO)O. Cell line: UACC-257. Synergy scores: CSS=29.5, Synergy_ZIP=-6.90, Synergy_Bliss=1.97, Synergy_Loewe=-18.3, Synergy_HSA=0.674. (4) Drug 1: C1=CN(C(=O)N=C1N)C2C(C(C(O2)CO)O)O.Cl. Drug 2: C1CN1C2=NC(=NC(=N2)N3CC3)N4CC4. Cell line: CAKI-1. Synergy scores: CSS=63.2, Synergy_ZIP=-4.00, Synergy_Bliss=-4.03, Synergy_Loewe=1.05, Synergy_HSA=3.01.